This data is from Catalyst prediction with 721,799 reactions and 888 catalyst types from USPTO. The task is: Predict which catalyst facilitates the given reaction. (1) Reactant: [NH2:1][C:2]1[N:7]=[C:6](OS(C(F)(F)F)(=O)=O)[C:5]([F:16])=[C:4]([C:17]2[O:18][CH:19]=[CH:20][CH:21]=2)[N:3]=1.[CH3:22][O:23][CH2:24][CH2:25][NH2:26]. The catalyst class is: 57. Product: [F:16][C:5]1[C:6]([NH:26][CH2:25][CH2:24][O:23][CH3:22])=[N:7][C:2]([NH2:1])=[N:3][C:4]=1[C:17]1[O:18][CH:19]=[CH:20][CH:21]=1. (2) Reactant: [Br:1][C:2]1[CH:3]=[CH:4][C:5]([C:8]([OH:10])=O)=[N:6][CH:7]=1.CN(C(ON1N=N[C:21]2[CH:22]=[CH:23][CH:24]=[N:25][C:20]1=2)=[N+](C)C)C.F[P-](F)(F)(F)(F)F.CCN(C(C)C)C(C)C.N1CCCCC1. Product: [Br:1][C:2]1[CH:3]=[CH:4][C:5]([C:8]([N:25]2[CH2:20][CH2:21][CH2:22][CH2:23][CH2:24]2)=[O:10])=[N:6][CH:7]=1. The catalyst class is: 9. (3) Reactant: [CH:1]([N:4]1[C:8]([C:9]2[N:18]=[C:17]3[N:11]([CH2:12][CH2:13][O:14][C:15]4[CH:22]=[C:21]([CH:23]=O)[CH:20]=[CH:19][C:16]=43)[CH:10]=2)=[N:7][CH:6]=[N:5]1)([CH3:3])[CH3:2].[CH3:25][NH2:26].C(O[BH-](OC(=O)C)OC(=O)C)(=O)C.[Na+]. Product: [CH:1]([N:4]1[C:8]([C:9]2[N:18]=[C:17]3[N:11]([CH2:12][CH2:13][O:14][C:15]4[CH:22]=[C:21]([CH2:23][NH:26][CH3:25])[CH:20]=[CH:19][C:16]=43)[CH:10]=2)=[N:7][CH:6]=[N:5]1)([CH3:2])[CH3:3]. The catalyst class is: 22. (4) Reactant: [CH3:1][C:2]1[CH:7]=[CH:6][N:5]=[CH:4][C:3]=1[N:8]1[CH2:12][CH2:11][NH:10][C:9]1=[O:13].[C:14]([O:18][C:19]([N:21]1[C:29]2[C:24](=[CH:25][C:26](Br)=[CH:27][CH:28]=2)[CH:23]=[CH:22]1)=[O:20])([CH3:17])([CH3:16])[CH3:15].N[C@@H]1CCCC[C@H]1N.C(=O)([O-])[O-].[K+].[K+]. Product: [C:14]([O:18][C:19]([N:21]1[C:29]2[C:24](=[CH:25][C:26]([N:10]3[CH2:11][CH2:12][N:8]([C:3]4[CH:4]=[N:5][CH:6]=[CH:7][C:2]=4[CH3:1])[C:9]3=[O:13])=[CH:27][CH:28]=2)[CH:23]=[CH:22]1)=[O:20])([CH3:17])([CH3:15])[CH3:16]. The catalyst class is: 246. (5) Reactant: [Br:1][C:2]1[CH:3]=[CH:4][C:5]2[O:9][C:8]([C:10]([NH2:12])=[O:11])=[C:7]([NH:13][C:14](=O)[CH:15]([N:17]3[CH2:21][CH2:20][C@H:19]([OH:22])[CH2:18]3)[CH3:16])[C:6]=2[CH:24]=1.[OH-].[Na+].Cl. Product: [Br:1][C:2]1[CH:3]=[CH:4][C:5]2[O:9][C:8]3[C:10](=[O:11])[NH:12][C:14]([CH:15]([N:17]4[CH2:21][CH2:20][C@H:19]([OH:22])[CH2:18]4)[CH3:16])=[N:13][C:7]=3[C:6]=2[CH:24]=1. The catalyst class is: 8. (6) Reactant: CS(O[CH:6]([C:16]1[CH:21]=[CH:20][CH:19]=[C:18]([NH:22][C:23]([O:25][CH2:26][C:27]2[CH:32]=[CH:31][CH:30]=[CH:29][CH:28]=2)=[O:24])[CH:17]=1)[CH2:7][O:8][Si:9]([C:12]([CH3:15])([CH3:14])[CH3:13])([CH3:11])[CH3:10])(=O)=O.[CH3:33][O:34][CH2:35][CH2:36][NH2:37].O. Product: [CH2:26]([O:25][C:23](=[O:24])[NH:22][C:18]1[CH:19]=[CH:20][CH:21]=[C:16]([CH:6]([NH:37][CH2:36][CH2:35][O:34][CH3:33])[CH2:7][O:8][Si:9]([C:12]([CH3:15])([CH3:14])[CH3:13])([CH3:11])[CH3:10])[CH:17]=1)[C:27]1[CH:32]=[CH:31][CH:30]=[CH:29][CH:28]=1. The catalyst class is: 1. (7) Reactant: Cl[C:2]1[CH:3]=[C:4]([CH:33]=[CH:34][CH:35]=1)[C:5]([NH:7][CH2:8][C:9]1[CH:14]=[CH:13][C:12]([C:15]#[N:16])=[CH:11][C:10]=1[NH:17][CH2:18][C:19]1[CH:24]=[CH:23][CH:22]=[C:21]([C:25]([N:27]2[CH2:32][CH2:31][O:30][CH2:29][CH2:28]2)=[O:26])[CH:20]=1)=[O:6].[ClH:36].[NH2:37][OH:38]. Product: [Cl:36][C:2]1[CH:3]=[C:4]([CH:33]=[CH:34][CH:35]=1)[C:5]([NH:7][CH2:8][C:9]1[CH:14]=[CH:13][C:12]([C:15](=[NH:16])[NH:37][OH:38])=[CH:11][C:10]=1[NH:17][CH2:18][C:19]1[CH:24]=[CH:23][CH:22]=[C:21]([C:25]([N:27]2[CH2:32][CH2:31][O:30][CH2:29][CH2:28]2)=[O:26])[CH:20]=1)=[O:6]. The catalyst class is: 66. (8) Reactant: [CH2:1]1[C:6]2([CH2:11][CH:10]([C:12]([O:14][CH3:15])=[O:13])[NH:9][CH2:8][CH2:7]2)[CH2:5][CH2:4][NH:3][CH2:2]1.CC(O)C.Cl[C:21]1[CH:26]=[C:25]([O:27][C@H:28]([C:33]2[CH:38]=[CH:37][C:36]([Cl:39])=[CH:35][C:34]=2[N:40]2[CH:44]=[CH:43][C:42]([CH3:45])=[N:41]2)[C:29]([F:32])([F:31])[F:30])[N:24]=[C:23]([NH2:46])[N:22]=1. Product: [NH2:46][C:23]1[N:22]=[C:21]([N:3]2[CH2:4][CH2:5][C:6]3([CH2:11][CH:10]([C:12]([O:14][CH3:15])=[O:13])[NH:9][CH2:8][CH2:7]3)[CH2:1][CH2:2]2)[CH:26]=[C:25]([O:27][C@H:28]([C:33]2[CH:38]=[CH:37][C:36]([Cl:39])=[CH:35][C:34]=2[N:40]2[CH:44]=[CH:43][C:42]([CH3:45])=[N:41]2)[C:29]([F:31])([F:30])[F:32])[N:24]=1. The catalyst class is: 12.